From a dataset of Reaction yield outcomes from USPTO patents with 853,638 reactions. Predict the reaction yield, written as a fraction of the theoretical maximum amount of product (1.0 means a 100% yield; for example, 0.34 means a 34% yield). (1) The reactants are Br[C:2]1[CH:7]=[CH:6][N:5]=[C:4]2[NH:8][CH:9]=[CH:10][C:3]=12.[H-].[Na+].C([Li])CCC.[B:18](OC(C)C)([O:23]C(C)C)[O:19]C(C)C. The catalyst is C1COCC1. The product is [NH:8]1[C:4]2=[N:5][CH:6]=[CH:7][C:2]([B:18]([OH:23])[OH:19])=[C:3]2[CH:10]=[CH:9]1. The yield is 0.760. (2) The reactants are [C:1]([O:5][C:6]([N:8]1[C:12]2=[CH:13][N:14]=[CH:15][C:16]([C:17]3[CH:22]=[C:21]([C:23]([C:25]4[NH:57][C:28]5=[N:29][C:30]([N:33]6[CH2:38][CH2:37][CH:36]([O:39][Si](C(C)(C)C)(C7C=CC=CC=7)C7C=CC=CC=7)[CH2:35][CH2:34]6)=[CH:31][CH:32]=[C:27]5[N:26]=4)=[O:24])[CH:20]=[CH:19][C:18]=3[C:58]#[N:59])=[C:11]2[CH:10]=[CH:9]1)=[O:7])([CH3:4])([CH3:3])[CH3:2].CCCC[N+](CCCC)(CCCC)CCCC.[F-]. The catalyst is C1COCC1. The product is [C:1]([O:5][C:6]([N:8]1[C:12]2=[CH:13][N:14]=[CH:15][C:16]([C:17]3[CH:22]=[C:21]([C:23]([C:25]4[NH:57][C:28]5=[N:29][C:30]([N:33]6[CH2:34][CH2:35][CH:36]([OH:39])[CH2:37][CH2:38]6)=[CH:31][CH:32]=[C:27]5[N:26]=4)=[O:24])[CH:20]=[CH:19][C:18]=3[C:58]#[N:59])=[C:11]2[CH:10]=[CH:9]1)=[O:7])([CH3:4])([CH3:2])[CH3:3]. The yield is 0.660. (3) The catalyst is CN(C=O)C.O. The reactants are [NH2:1][C:2]1[CH:3]=[C:4]2[C:8](=[CH:9][CH:10]=1)[NH:7][C:6]([C:11]([CH3:22])([CH3:21])[CH2:12][NH:13][C:14](=[O:20])[O:15][C:16]([CH3:19])([CH3:18])[CH3:17])=[CH:5]2.[O:23]1[C:27]2[CH:28]=[C:29]([C:32]3([C:35](O)=[O:36])[CH2:34][CH2:33]3)[CH:30]=[CH:31][C:26]=2[O:25][CH2:24]1.C(Cl)CCl.C1C=CC2N(O)N=NC=2C=1.CCN(CC)CC. The yield is 0.940. The product is [O:25]1[C:26]2[CH:31]=[CH:30][C:29]([C:32]3([C:35]([NH:1][C:2]4[CH:3]=[C:4]5[C:8](=[CH:9][CH:10]=4)[NH:7][C:6]([C:11]([CH3:22])([CH3:21])[CH2:12][NH:13][C:14](=[O:20])[O:15][C:16]([CH3:17])([CH3:19])[CH3:18])=[CH:5]5)=[O:36])[CH2:33][CH2:34]3)=[CH:28][C:27]=2[O:23][CH2:24]1. (4) The product is [F:9][CH2:8][C:4]1[N:3]=[C:2]([C:13]#[C:12][CH2:11][CH2:10][N:14]2[N:18]=[C:17]3[CH:19]=[CH:20][CH:21]=[C:22]([CH3:23])[C:16]3=[N:15]2)[CH:7]=[CH:6][CH:5]=1. The yield is 0.630. The reactants are Br[C:2]1[CH:7]=[CH:6][CH:5]=[C:4]([CH2:8][F:9])[N:3]=1.[CH2:10]([N:14]1[N:18]=[C:17]2[CH:19]=[CH:20][CH:21]=[C:22]([CH3:23])[C:16]2=[N:15]1)[CH2:11][C:12]#[CH:13]. No catalyst specified. (5) The reactants are [CH3:1][Si](Cl)(C)C.[NH:6]1[CH2:11][CH2:10][CH:9]([CH2:12][CH2:13][CH2:14][C:15]([OH:17])=[O:16])[CH2:8][CH2:7]1. The catalyst is CO. The product is [CH3:1][O:16][C:15](=[O:17])[CH2:14][CH2:13][CH2:12][CH:9]1[CH2:10][CH2:11][NH:6][CH2:7][CH2:8]1. The yield is 0.970. (6) The reactants are [C:1]([OH:4])(=O)[CH3:2].[Cl:5][C:6]1[CH:12]=[CH:11][C:9]([OH:10])=[CH:8][C:7]=1[OH:13].C([O-])(=O)C.[Na+]. The catalyst is B(F)(F)F.CCOCC. The product is [Cl:5][C:6]1[C:7]([OH:13])=[CH:8][C:9]([OH:10])=[C:11]([C:1](=[O:4])[CH3:2])[CH:12]=1. The yield is 0.580. (7) The reactants are [F:1][C:2]1[CH:3]=[C:4]([OH:10])[CH:5]=[C:6]([F:9])[C:7]=1[F:8].[H-].[Na+].Cl[C:14]1[CH:19]=[C:18]([CH3:20])[N:17]=[C:16]([NH:21][C:22]2[CH:27]=[CH:26][C:25]([N:28]3[CH:32]=[C:31]([CH3:33])[N:30]=[CH:29]3)=[C:24]([O:34][CH3:35])[CH:23]=2)[N:15]=1.[OH-].[Na+]. The catalyst is CN1CCCC1=O. The product is [CH3:35][O:34][C:24]1[CH:23]=[C:22]([NH:21][C:16]2[N:17]=[C:18]([CH3:20])[CH:19]=[C:14]([O:10][C:4]3[CH:3]=[C:2]([F:1])[C:7]([F:8])=[C:6]([F:9])[CH:5]=3)[N:15]=2)[CH:27]=[CH:26][C:25]=1[N:28]1[CH:32]=[C:31]([CH3:33])[N:30]=[CH:29]1. The yield is 0.0800.